Dataset: Forward reaction prediction with 1.9M reactions from USPTO patents (1976-2016). Task: Predict the product of the given reaction. (1) Given the reactants [OH:1][C:2]1[CH:11]=[C:10]2[C:5]([CH:6]=[C:7]([C:13](=[S:15])[NH2:14])[C:8](=[O:12])[O:9]2)=[CH:4][CH:3]=1.C([O-])([O-])=O.[K+].[K+].[CH2:22]([O:24][C:25](=[O:31])[CH:26](Cl)[C:27](=O)[CH3:28])[CH3:23].C1(C)C=CC(S([O-])(=O)=O)=CC=1.[NH+]1C=CC=CC=1, predict the reaction product. The product is: [CH2:22]([O:24][C:25]([C:26]1[S:15][C:13]([C:7]2[C:8](=[O:12])[O:9][C:10]3[C:5]([CH:6]=2)=[CH:4][CH:3]=[C:2]([OH:1])[CH:11]=3)=[N:14][C:27]=1[CH3:28])=[O:31])[CH3:23]. (2) The product is: [CH:1](=[O:19])[CH:2]=[CH:3][CH:4]=[CH:5][CH2:6][CH2:7][CH2:8][CH2:9][CH3:10]. Given the reactants [C:1](O)(=[O:19])[CH2:2][CH2:3][CH2:4][CH2:5][CH2:6][CH2:7][CH2:8]/[CH:9]=[CH:10]\C/C=C\CCCCC.C(=O)CCCCC.C(O)CCCCC, predict the reaction product.